This data is from Forward reaction prediction with 1.9M reactions from USPTO patents (1976-2016). The task is: Predict the product of the given reaction. (1) Given the reactants [NH2:1][C:2]1[C:7]([C:8]([O:10][CH2:11][C:12]2[CH:17]=[CH:16][CH:15]=[CH:14][CH:13]=2)=[O:9])=[C:6]([CH3:18])[C:5]([Br:19])=[CH:4][CH:3]=1.[F:20][C:21]1[CH:26]=[CH:25][C:24]([S:27](Cl)(=[O:29])=[O:28])=[CH:23][CH:22]=1.N1C=CC=CC=1, predict the reaction product. The product is: [Br:19][C:5]1[C:6]([CH3:18])=[C:7]([C:2]([NH:1][S:27]([C:24]2[CH:25]=[CH:26][C:21]([F:20])=[CH:22][CH:23]=2)(=[O:29])=[O:28])=[CH:3][CH:4]=1)[C:8]([O:10][CH2:11][C:12]1[CH:13]=[CH:14][CH:15]=[CH:16][CH:17]=1)=[O:9]. (2) Given the reactants [Br:1][C:2]1[N:3]=[C:4]([C:7]([OH:9])=O)[S:5][CH:6]=1.[CH3:10][S:11]([NH2:14])(=[O:13])=[O:12].N12CCCN=C1CCCCC2, predict the reaction product. The product is: [Br:1][C:2]1[N:3]=[C:4]([C:7]([NH:14][S:11]([CH3:10])(=[O:13])=[O:12])=[O:9])[S:5][CH:6]=1. (3) Given the reactants ClCC1C=CC(C#N)=CC=1.Br[CH2:12][C:13]1[CH:18]=[CH:17][CH:16]=[C:15]([F:19])[CH:14]=1.[CH2:20]([NH:27][C:28]([C:30]1[S:34][C:33]([N:35]2[CH2:39][CH2:38][NH:37][C:36]2=[O:40])=[N:32][C:31]=1[CH3:41])=[O:29])[C:21]1[CH:26]=[CH:25][CH:24]=[CH:23][CH:22]=1, predict the reaction product. The product is: [CH2:20]([NH:27][C:28]([C:30]1[S:34][C:33]([N:35]2[CH2:39][CH2:38][N:37]([CH2:12][C:13]3[CH:18]=[CH:17][CH:16]=[C:15]([F:19])[CH:14]=3)[C:36]2=[O:40])=[N:32][C:31]=1[CH3:41])=[O:29])[C:21]1[CH:26]=[CH:25][CH:24]=[CH:23][CH:22]=1. (4) Given the reactants Br[C:2]1[C:14]([CH3:15])=[CH:13][C:5]([O:6][CH:7]2[CH2:12][CH2:11][CH2:10][CH2:9][O:8]2)=[CH:4][C:3]=1[CH3:16].C([Li])CCC.C(O[B:26]1[O:30][C:29]([CH3:32])([CH3:31])[C:28]([CH3:34])([CH3:33])[O:27]1)(C)C, predict the reaction product. The product is: [CH3:16][C:3]1[CH:4]=[C:5]([CH:13]=[C:14]([CH3:15])[C:2]=1[B:26]1[O:30][C:29]([CH3:32])([CH3:31])[C:28]([CH3:34])([CH3:33])[O:27]1)[O:6][CH:7]1[CH2:12][CH2:11][CH2:10][CH2:9][O:8]1. (5) Given the reactants P(Br)(Br)([Br:3])=O.O=[C:7]1[C:16]2[CH:15]=[CH:14][CH:13]=[C:12]([C:17]#[N:18])[C:11]=2[CH:10]=[CH:9][NH:8]1, predict the reaction product. The product is: [Br:3][C:7]1[C:16]2[CH:15]=[CH:14][CH:13]=[C:12]([C:17]#[N:18])[C:11]=2[CH:10]=[CH:9][N:8]=1.